This data is from TCR-epitope binding with 47,182 pairs between 192 epitopes and 23,139 TCRs. The task is: Binary Classification. Given a T-cell receptor sequence (or CDR3 region) and an epitope sequence, predict whether binding occurs between them. The epitope is RQLLFVVEV. The TCR CDR3 sequence is CASSLAGGKETQYF. Result: 1 (the TCR binds to the epitope).